Dataset: Catalyst prediction with 721,799 reactions and 888 catalyst types from USPTO. Task: Predict which catalyst facilitates the given reaction. Reactant: C(OC(=O)[NH:5][C@H:6]1[C@@H:15]([CH2:16][C:17]2[CH:22]=[CH:21][CH:20]=[CH:19][CH:18]=2)[C:14]2[C:9](=[CH:10][CH:11]=[C:12]([N:23]3[CH2:26][CH:25]([NH:27][S:28]([CH2:31][CH2:32][CH3:33])(=[O:30])=[O:29])[CH2:24]3)[CH:13]=2)[O:8][CH2:7]1)C. Product: [NH2:5][C@H:6]1[C@@H:15]([CH2:16][C:17]2[CH:18]=[CH:19][CH:20]=[CH:21][CH:22]=2)[C:14]2[C:9](=[CH:10][CH:11]=[C:12]([N:23]3[CH2:26][CH:25]([NH:27][S:28]([CH2:31][CH2:32][CH3:33])(=[O:30])=[O:29])[CH2:24]3)[CH:13]=2)[O:8][CH2:7]1. The catalyst class is: 500.